Predict the reactants needed to synthesize the given product. From a dataset of Full USPTO retrosynthesis dataset with 1.9M reactions from patents (1976-2016). (1) Given the product [C:14]1([N:13]2[C:11](=[O:12])[CH2:10][S:8]/[C:7]/2=[N:6]\[CH2:3][CH2:4][CH3:5])[CH:19]=[CH:18][CH:17]=[CH:16][CH:15]=1, predict the reactants needed to synthesize it. The reactants are: [H-].[Na+].[CH2:3]([N:6]=[C:7]=[S:8])[CH2:4][CH3:5].Cl[CH2:10][C:11]([NH:13][C:14]1[CH:19]=[CH:18][CH:17]=[CH:16][CH:15]=1)=[O:12].C(OCC)C.CCCCCC. (2) Given the product [CH2:31]([N:33]([CH2:34][CH3:35])[C:22]([NH:21][C:16]1[C:17]([CH3:20])=[C:18]([CH3:19])[C:13]2[O:12][CH2:11][CH:10]([C:7]3[CH:8]=[CH:9][C:4]([CH:1]([CH3:2])[CH3:3])=[CH:5][CH:6]=3)[C:14]=2[C:15]=1[CH3:30])=[O:29])[CH3:32], predict the reactants needed to synthesize it. The reactants are: [CH:1]([C:4]1[CH:9]=[CH:8][C:7]([CH:10]2[C:14]3[C:15]([CH3:30])=[C:16]([NH:21][C:22](=[O:29])OCC(Cl)(Cl)Cl)[C:17]([CH3:20])=[C:18]([CH3:19])[C:13]=3[O:12][CH2:11]2)=[CH:6][CH:5]=1)([CH3:3])[CH3:2].[CH2:31]([NH:33][CH2:34][CH3:35])[CH3:32].